Dataset: Experimentally validated miRNA-target interactions with 360,000+ pairs, plus equal number of negative samples. Task: Binary Classification. Given a miRNA mature sequence and a target amino acid sequence, predict their likelihood of interaction. The miRNA is mmu-miR-1958 with sequence UAGGAAAGUGGAAGCAGUAAGU. The protein sequence of the target gene is MEDKQETCPKGDSDFVSDKVNFKTEEDDDQTPCHSLEQVDFKSESEDMRQTDSGDEQADIRAASCACQPSGKFLAAESEDDYGSLFSQYSSTLYSVAMEAVTQSLLSSRHISSRKKSPAWKHFFISPRDSTKAICTYCMKEFSRGKNEKDLSTSCLMRHVRRAHPTKLIQENGSLSAGSSFSPPSLLLPPQPADVGDLSTVLSPVRLVQKMAPKIPSPDQIMEESVTVVSSEELSSDVSVTEKYSREEALAGSSPNLSMLHYDDASETMADRNLSLPKSTSGSRRRSAVWKHFYLSPLDS.... Result: 1 (interaction).